Dataset: Reaction yield outcomes from USPTO patents with 853,638 reactions. Task: Predict the reaction yield, written as a fraction of the theoretical maximum amount of product (1.0 means a 100% yield; for example, 0.34 means a 34% yield). (1) The reactants are [F:1][CH2:2][CH2:3][N:4]1[CH2:9][CH2:8][CH:7]([OH:10])[CH2:6][CH2:5]1.F[C:12]1[CH:17]=[CH:16][C:15]([I:18])=[CH:14][CH:13]=1.[H-].[Na+]. The catalyst is CN(C=O)C. The product is [F:1][CH2:2][CH2:3][N:4]1[CH2:9][CH2:8][CH:7]([O:10][C:12]2[CH:17]=[CH:16][C:15]([I:18])=[CH:14][CH:13]=2)[CH2:6][CH2:5]1. The yield is 0.630. (2) The reactants are [F:1][C:2]1[CH:7]=[C:6]([F:8])[CH:5]=[CH:4][C:3]=1[C:9](=O)[C:10]([C:12]1[CH:13]=[CH:14][C:15]2[N:16]([C:18]([CH:21]([CH3:23])[CH3:22])=[N:19][N:20]=2)[N:17]=1)=O.Cl.[NH2:26][OH:27].[N:28]1C=CC=CC=1.C1(P(C2C=CC=CC=2)C2C=CC=CC=2)C=CC=CC=1.CC(OC(/N=N/C(OC(C)C)=O)=O)C. The catalyst is CCOC(C)=O.C1(C)C=CC=CC=1.CCO. The product is [F:1][C:2]1[CH:7]=[C:6]([F:8])[CH:5]=[CH:4][C:3]=1[C:9]1[C:10]([C:12]2[CH:13]=[CH:14][C:15]3[N:16]([C:18]([CH:21]([CH3:23])[CH3:22])=[N:19][N:20]=3)[N:17]=2)=[N:28][O:27][N:26]=1. The yield is 0.200. (3) The reactants are [C:1]([C:3]1[CH:22]=[CH:21][C:6]([NH:7][C:8]2[C:9]([C:15]([NH:17][CH2:18][CH2:19][OH:20])=[O:16])=[CH:10][NH:11][C:12](=[O:14])[CH:13]=2)=[C:5]([F:23])[CH:4]=1)#[CH:2]. The product is [CH2:1]([C:3]1[CH:22]=[CH:21][C:6]([NH:7][C:8]2[C:9]([C:15]([NH:17][CH2:18][CH2:19][OH:20])=[O:16])=[CH:10][NH:11][C:12](=[O:14])[CH:13]=2)=[C:5]([F:23])[CH:4]=1)[CH3:2]. The yield is 1.00. The catalyst is CO.C1COCC1.[Pd]. (4) The product is [C:23]([C:25]1([C:28]([NH:9][NH:8][C:6](=[O:7])[C:5]2[CH:10]=[CH:11][C:2]([F:1])=[C:3]([CH2:12][CH2:13][CH2:14][CH2:15][CH2:16][CH2:17][CH2:18][CH2:19][CH2:20][CH2:21][CH3:22])[CH:4]=2)=[O:29])[CH2:27][CH2:26]1)#[N:24]. The reactants are [F:1][C:2]1[CH:11]=[CH:10][C:5]([C:6]([NH:8][NH2:9])=[O:7])=[CH:4][C:3]=1[CH2:12][CH2:13][CH2:14][CH2:15][CH2:16][CH2:17][CH2:18][CH2:19][CH2:20][CH2:21][CH3:22].[C:23]([C:25]1([C:28](O)=[O:29])[CH2:27][CH2:26]1)#[N:24]. The yield is 0.760. No catalyst specified.